Dataset: Catalyst prediction with 721,799 reactions and 888 catalyst types from USPTO. Task: Predict which catalyst facilitates the given reaction. (1) Product: [ClH:1].[NH2:18][CH2:17][CH2:16][O:15][CH2:14][CH2:13][O:12][CH2:11][CH2:10][O:9][CH2:8][CH2:7][OH:6]. The catalyst class is: 7. Reactant: [ClH:1].C([O:6][CH2:7][CH2:8][O:9][CH2:10][CH2:11][O:12][CH2:13][CH2:14][O:15][CH2:16][CH2:17][NH2:18])(C)(C)C. (2) Reactant: [F:1][C:2]([F:15])([F:14])[C:3]1[CH:4]=[C:5]([S:9][CH2:10][C:11]([OH:13])=O)[CH:6]=[CH:7][CH:8]=1.[CH2:16]([NH:18][CH:19]1[CH2:24][CH2:23][CH2:22][CH2:21][CH2:20]1)[CH3:17].O.ON1C2C=CC=CC=2N=N1.Cl.CN(C)CCCN=C=NCC.Cl. Product: [CH:19]1([N:18]([CH2:16][CH3:17])[C:11](=[O:13])[CH2:10][S:9][C:5]2[CH:6]=[CH:7][CH:8]=[C:3]([C:2]([F:1])([F:15])[F:14])[CH:4]=2)[CH2:24][CH2:23][CH2:22][CH2:21][CH2:20]1. The catalyst class is: 9.